Task: Predict which catalyst facilitates the given reaction.. Dataset: Catalyst prediction with 721,799 reactions and 888 catalyst types from USPTO Reactant: Cl[CH2:2][C:3]([NH:5][C:6]1[CH:11]=[CH:10][C:9]([OH:12])=[CH:8][C:7]=1[OH:13])=[O:4].C(Cl)Cl. Product: [NH4+:5].[OH-:4].[OH:12][C:9]1[CH:10]=[CH:11][C:6]2[NH:5][C:3](=[O:4])[CH2:2][O:13][C:7]=2[CH:8]=1. The catalyst class is: 6.